This data is from Full USPTO retrosynthesis dataset with 1.9M reactions from patents (1976-2016). The task is: Predict the reactants needed to synthesize the given product. (1) Given the product [CH:1]1([CH2:7][C:8]([OH:32])([CH3:31])[CH2:9]/[CH:10]=[CH:11]/[C@H:12]2[CH2:16][CH2:15][C:14](=[O:17])[C@@H:13]2[CH2:18][CH2:19][S:20][C:21]2[S:22][CH:23]=[C:24]([C:26]([O:28][CH2:29][CH3:30])=[O:27])[N:25]=2)[CH2:2][CH2:3][CH2:4][CH2:5][CH2:6]1, predict the reactants needed to synthesize it. The reactants are: [CH:1]1([CH2:7][C:8]([OH:32])([CH3:31])[CH2:9]/[CH:10]=[CH:11]/[C@H:12]2[CH2:16][CH2:15][C@H:14]([OH:17])[C@@H:13]2[CH2:18][CH2:19][S:20][C:21]2[S:22][CH:23]=[C:24]([C:26]([O:28][CH2:29][CH3:30])=[O:27])[N:25]=2)[CH2:6][CH2:5][CH2:4][CH2:3][CH2:2]1.C(OCC)(=O)C.C(N(C(C)C)CC)(C)C.O. (2) Given the product [OH:2][C:3]1[CH:4]=[C:5]([CH:44]=[CH:45][CH:46]=1)[CH2:6][C:7]1[C:15]2[C:14]([NH:16][C@H:17]([C:19]3[N:24]([C:25]4[CH:30]=[CH:29][CH:28]=[CH:27][CH:26]=4)[C:23](=[O:31])[C:22]4=[C:32]([CH3:35])[CH:33]=[CH:34][N:21]4[N:20]=3)[CH3:18])=[N:13][CH:12]=[N:11][C:10]=2[NH:9][CH:8]=1, predict the reactants needed to synthesize it. The reactants are: C[O:2][C:3]1[CH:4]=[C:5]([CH:44]=[CH:45][CH:46]=1)[CH2:6][C:7]1[C:15]2[C:14]([NH:16][C@H:17]([C:19]3[N:24]([C:25]4[CH:30]=[CH:29][CH:28]=[CH:27][CH:26]=4)[C:23](=[O:31])[C:22]4=[C:32]([CH3:35])[CH:33]=[CH:34][N:21]4[N:20]=3)[CH3:18])=[N:13][CH:12]=[N:11][C:10]=2[N:9](COCC[Si](C)(C)C)[CH:8]=1.B(Br)(Br)Br.N. (3) Given the product [CH3:1][O:2][C:3]1[CH:8]=[C:7]2[C:6]([CH2:9][CH:10]([C:11]3([CH3:14])[CH2:13][CH2:12]3)[N:15]=[CH:16]2)=[CH:5][C:4]=1[O:18][CH2:19][CH2:20][O:21][CH3:22], predict the reactants needed to synthesize it. The reactants are: [CH3:1][O:2][C:3]1[CH:8]=[CH:7][C:6]([CH2:9][CH:10]([NH:15][CH:16]=O)[C:11]2([CH3:14])[CH2:13][CH2:12]2)=[CH:5][C:4]=1[O:18][CH2:19][CH2:20][O:21][CH3:22].O=P(Cl)(Cl)Cl. (4) Given the product [Br:12][C:11]1[N:10]=[C:9]([C:21]([CH3:22])([CH3:23])[CH3:24])[NH:8][C:7]=1[C:28]1[CH:29]=[CH:30][N:31]=[C:26]([Cl:25])[N:27]=1, predict the reactants needed to synthesize it. The reactants are: [Li]CCCC.Br[C:7]1[N:8]=[C:9]([C:21]([CH3:24])([CH3:23])[CH3:22])[N:10](COCC[Si](C)(C)C)[C:11]=1[Br:12].[Cl:25][C:26]1[N:31]=[CH:30][CH:29]=[CH:28][N:27]=1.